Dataset: NCI-60 drug combinations with 297,098 pairs across 59 cell lines. Task: Regression. Given two drug SMILES strings and cell line genomic features, predict the synergy score measuring deviation from expected non-interaction effect. (1) Drug 1: CC1=C(C=C(C=C1)NC(=O)C2=CC=C(C=C2)CN3CCN(CC3)C)NC4=NC=CC(=N4)C5=CN=CC=C5. Drug 2: C1=CC=C(C=C1)NC(=O)CCCCCCC(=O)NO. Cell line: SF-295. Synergy scores: CSS=0.688, Synergy_ZIP=-0.457, Synergy_Bliss=-1.75, Synergy_Loewe=-12.4, Synergy_HSA=-6.49. (2) Drug 1: CC12CCC(CC1=CCC3C2CCC4(C3CC=C4C5=CN=CC=C5)C)O. Drug 2: CC1=C(C(CCC1)(C)C)C=CC(=CC=CC(=CC(=O)O)C)C. Cell line: HCC-2998. Synergy scores: CSS=5.33, Synergy_ZIP=-1.14, Synergy_Bliss=-2.56, Synergy_Loewe=-8.59, Synergy_HSA=-6.28. (3) Drug 1: C1CC(C1)(C(=O)O)C(=O)O.[NH2-].[NH2-].[Pt+2]. Drug 2: CC1CCC2CC(C(=CC=CC=CC(CC(C(=O)C(C(C(=CC(C(=O)CC(OC(=O)C3CCCCN3C(=O)C(=O)C1(O2)O)C(C)CC4CCC(C(C4)OC)OCCO)C)C)O)OC)C)C)C)OC. Cell line: UACC-257. Synergy scores: CSS=-0.929, Synergy_ZIP=1.24, Synergy_Bliss=-0.851, Synergy_Loewe=-3.40, Synergy_HSA=-4.42.